Dataset: NCI-60 drug combinations with 297,098 pairs across 59 cell lines. Task: Regression. Given two drug SMILES strings and cell line genomic features, predict the synergy score measuring deviation from expected non-interaction effect. (1) Drug 2: C(=O)(N)NO. Drug 1: CC1C(C(CC(O1)OC2CC(CC3=C2C(=C4C(=C3O)C(=O)C5=C(C4=O)C(=CC=C5)OC)O)(C(=O)C)O)N)O.Cl. Cell line: 786-0. Synergy scores: CSS=29.5, Synergy_ZIP=-7.67, Synergy_Bliss=0.453, Synergy_Loewe=-14.5, Synergy_HSA=-0.414. (2) Drug 1: C1=CC(=C2C(=C1NCCNCCO)C(=O)C3=C(C=CC(=C3C2=O)O)O)NCCNCCO. Drug 2: CCN(CC)CCCC(C)NC1=C2C=C(C=CC2=NC3=C1C=CC(=C3)Cl)OC. Cell line: SK-MEL-2. Synergy scores: CSS=58.6, Synergy_ZIP=0.00833, Synergy_Bliss=3.71, Synergy_Loewe=-11.4, Synergy_HSA=5.86.